This data is from Reaction yield outcomes from USPTO patents with 853,638 reactions. The task is: Predict the reaction yield, written as a fraction of the theoretical maximum amount of product (1.0 means a 100% yield; for example, 0.34 means a 34% yield). (1) The reactants are [CH:1]1([C:4]2[N:9]=[N:8][C:7](O)=[CH:6][CH:5]=2)[CH2:3][CH2:2]1.O=P(Cl)(Cl)[Cl:13]. No catalyst specified. The product is [Cl:13][C:7]1[N:8]=[N:9][C:4]([CH:1]2[CH2:3][CH2:2]2)=[CH:5][CH:6]=1. The yield is 0.890. (2) The reactants are [CH2:1]([N:8]1[C:17]2[C:12](=[N:13][CH:14]=[C:15]([Br:18])[CH:16]=2)[CH2:11][CH:10]([CH2:19][OH:20])[CH2:9]1)[C:2]1[CH:7]=[CH:6][CH:5]=[CH:4][CH:3]=1.C(N(C(C)C)CC)(C)C.[Si:30](Cl)([C:33]([CH3:36])([CH3:35])[CH3:34])([CH3:32])[CH3:31]. The catalyst is ClCCl.CN(C)C1C=CN=CC=1. The product is [CH2:1]([N:8]1[C:17]2[C:12](=[N:13][CH:14]=[C:15]([Br:18])[CH:16]=2)[CH2:11][CH:10]([CH2:19][O:20][Si:30]([C:33]([CH3:36])([CH3:35])[CH3:34])([CH3:32])[CH3:31])[CH2:9]1)[C:2]1[CH:3]=[CH:4][CH:5]=[CH:6][CH:7]=1. The yield is 0.640. (3) The reactants are [O:1]=[C:2]1[C:10]2[C:5](=[CH:6][CH:7]=[CH:8][CH:9]=2)[C:4](=[O:11])[N:3]1[CH2:12][CH2:13][CH2:14][C:15]1[CH:16]=[C:17]([CH:20]=[CH:21][CH:22]=1)[CH:18]=O.[Br-].[Cl:24][C:25]1[CH:26]=[C:27]([CH:48]=[CH:49][CH:50]=1)[CH2:28][P+](C1C=CC=CC=1)(C1C=CC=CC=1)C1C=CC=CC=1. No catalyst specified. The product is [Cl:24][C:25]1[CH:26]=[C:27]([CH:48]=[CH:49][CH:50]=1)/[CH:28]=[CH:18]/[C:17]1[CH:16]=[C:15]([CH2:14][CH2:13][CH2:12][N:3]2[C:2](=[O:1])[C:10]3[C:9](=[CH:8][CH:7]=[CH:6][CH:5]=3)[C:4]2=[O:11])[CH:22]=[CH:21][CH:20]=1.[Cl:24][C:25]1[CH:26]=[C:27]([CH:48]=[CH:49][CH:50]=1)/[CH:28]=[CH:18]\[C:17]1[CH:16]=[C:15]([CH2:14][CH2:13][CH2:12][N:3]2[C:2](=[O:1])[C:10]3[C:9](=[CH:8][CH:7]=[CH:6][CH:5]=3)[C:4]2=[O:11])[CH:22]=[CH:21][CH:20]=1. The yield is 0.300. (4) The reactants are [N:1]12[CH2:8][CH2:7][CH:4]([CH2:5][CH2:6]1)[C@H:3]([O:9][C:10](=[O:30])[NH:11][C:12]1([C:15]3[CH:20]=[CH:19][C:18](B4OC(C)(C)C(C)(C)O4)=[CH:17][CH:16]=3)[CH2:14][CH2:13]1)[CH2:2]2.Br[C:32]1[CH:37]=[CH:36][C:35]([F:38])=[CH:34][N:33]=1. No catalyst specified. The product is [F:38][C:35]1[CH:36]=[CH:37][C:32]([C:18]2[CH:19]=[CH:20][C:15]([C:12]3([NH:11][C:10](=[O:30])[O:9][C@H:3]4[CH:4]5[CH2:7][CH2:8][N:1]([CH2:6][CH2:5]5)[CH2:2]4)[CH2:14][CH2:13]3)=[CH:16][CH:17]=2)=[N:33][CH:34]=1. The yield is 0.340. (5) The reactants are [Cl:1][C:2]1[CH:3]=[CH:4][C:5](C)=[C:6]([CH:19]=1)[C:7]([C:9](=[CH:15][N:16](C)C)[C:10]([O:12][CH2:13][CH3:14])=[O:11])=O.[NH2:21]N.[CH2:23]([OH:25])C. No catalyst specified. The product is [Cl:1][C:2]1[CH:3]=[CH:4][C:5]([O:25][CH3:23])=[C:6]([C:7]2[NH:21][N:16]=[CH:15][C:9]=2[C:10]([O:12][CH2:13][CH3:14])=[O:11])[CH:19]=1. The yield is 1.00. (6) The reactants are [CH3:1][O:2][CH2:3][C:4](Cl)=[O:5].[NH2:7][C:8]1[CH:13]=[C:12]([CH2:14][O:15][C:16]2[C:25]3[C:20](=[CH:21][CH:22]=[CH:23][CH:24]=3)[C:19]([N+:26]([O-:28])=[O:27])=[CH:18][CH:17]=2)[CH:11]=[CH:10][N:9]=1.CCN(C(C)C)C(C)C.N. The catalyst is C(Cl)Cl.CO.C1COCC1. The product is [CH3:1][O:2][CH2:3][C:4]([NH:7][C:8]1[CH:13]=[C:12]([CH2:14][O:15][C:16]2[C:25]3[C:20](=[CH:21][CH:22]=[CH:23][CH:24]=3)[C:19]([N+:26]([O-:28])=[O:27])=[CH:18][CH:17]=2)[CH:11]=[CH:10][N:9]=1)=[O:5]. The yield is 0.880.